This data is from Full USPTO retrosynthesis dataset with 1.9M reactions from patents (1976-2016). The task is: Predict the reactants needed to synthesize the given product. (1) Given the product [Cl:17][C:13]1[C:14]2[C:9](=[C:8]([Cl:20])[C:7]([C:28]3[CH:29]=[CH:30][C:25]([O:24][CH3:23])=[CH:26][CH:27]=3)=[CH:16][CH:15]=2)[CH:10]=[CH:11][C:12]=1[O:18][CH3:19], predict the reactants needed to synthesize it. The reactants are: FC(F)(F)S(O[C:7]1[CH:16]=[CH:15][C:14]2[C:9](=[CH:10][CH:11]=[C:12]([O:18][CH3:19])[C:13]=2[Cl:17])[C:8]=1[Cl:20])(=O)=O.[CH3:23][O:24][C:25]1[CH:30]=[CH:29][C:28](B(O)O)=[CH:27][CH:26]=1. (2) Given the product [Cl:19][C:12]1[C:13]2[C:18](=[CH:17][CH:16]=[CH:15][CH:14]=2)[N:10]([C:7]2[CH:8]=[CH:9][C:4]([CH2:3][NH:2][C:40]([C:37]3([NH:36][C:34]([C:32]4[O:31][N:30]=[C:29]([O:28][CH3:27])[CH:33]=4)=[O:35])[CH2:38][CH2:39]3)=[O:41])=[CH:5][CH:6]=2)[C:11]=1[C:20]1[N:24]([CH3:25])[C:23](=[O:26])[O:22][N:21]=1, predict the reactants needed to synthesize it. The reactants are: Cl.[NH2:2][CH2:3][C:4]1[CH:9]=[CH:8][C:7]([N:10]2[C:18]3[C:13](=[CH:14][CH:15]=[CH:16][CH:17]=3)[C:12]([Cl:19])=[C:11]2[C:20]2[N:24]([CH3:25])[C:23](=[O:26])[O:22][N:21]=2)=[CH:6][CH:5]=1.[CH3:27][O:28][C:29]1[CH:33]=[C:32]([C:34]([NH:36][C:37]2([C:40](O)=[O:41])[CH2:39][CH2:38]2)=[O:35])[O:31][N:30]=1. (3) Given the product [CH:31]1([CH2:34][CH2:35][NH:36][CH:2]2[CH2:6][CH2:5][N:4]([C:7]3[S:8][C:9]([C:13]([NH:15][CH2:16][C:17]4[CH:22]=[CH:21][C:20]([F:23])=[CH:19][CH:18]=4)=[O:14])=[C:10]([CH3:12])[N:11]=3)[C:3]2=[O:24])[CH2:33][CH2:32]1, predict the reactants needed to synthesize it. The reactants are: Br[CH:2]1[CH2:6][CH2:5][N:4]([C:7]2[S:8][C:9]([C:13]([NH:15][CH2:16][C:17]3[CH:22]=[CH:21][C:20]([F:23])=[CH:19][CH:18]=3)=[O:14])=[C:10]([CH3:12])[N:11]=2)[C:3]1=[O:24].C(=O)([O-])[O-].[K+].[K+].[CH:31]1([CH2:34][CH2:35][NH2:36])[CH2:33][CH2:32]1. (4) Given the product [CH3:22][O:23][N:24]([CH3:39])[C:25]1[N:26]=[C:27]([NH:35][CH2:36][CH2:37][CH3:38])[N:28]=[C:29]([NH:31][C:32]#[C:33][CH3:34])[N:30]=1, predict the reactants needed to synthesize it. The reactants are: C(NC1N=C(NCCC)N=C(Cl)N=1)C#CC.Cl.CONC.[CH3:22][O:23][N:24]([CH3:39])[C:25]1[N:30]=[C:29]([NH:31][CH2:32][CH2:33][CH3:34])[N:28]=[C:27]([NH:35][CH2:36][C:37]#[CH:38])[N:26]=1. (5) Given the product [C:1]([C:3]1[CH:8]=[CH:7][C:6]([NH:9][CH:10]([C:16]2[CH:21]=[CH:20][C:19]([O:22][CH2:28][CH2:27][OH:26])=[C:18]([CH2:23][CH3:24])[CH:17]=2)[C:11]([O:13][CH2:14][CH3:15])=[O:12])=[CH:5][CH:4]=1)#[N:2], predict the reactants needed to synthesize it. The reactants are: [C:1]([C:3]1[CH:8]=[CH:7][C:6]([NH:9][CH:10]([C:16]2[CH:21]=[CH:20][C:19]([OH:22])=[C:18]([CH2:23][CH3:24])[CH:17]=2)[C:11]([O:13][CH2:14][CH3:15])=[O:12])=[CH:5][CH:4]=1)#[N:2].C1(=O)O[CH2:28][CH2:27][O:26]1. (6) Given the product [CH:43]([C:34]1([OH:33])[CH2:35][CH:36]2[CH:40]([CH2:39][CH:6]([NH:7][CH2:8][C:9]([N:11]3[CH2:15][CH2:14][CH2:13][CH:12]3[C:16]#[N:17])=[O:10])[CH2:37]2)[CH2:41]1)([CH3:44])[CH3:45], predict the reactants needed to synthesize it. The reactants are: C(O[C:6](=O)[NH:7][CH2:8][C:9]([N:11]1[CH2:15][CH2:14][CH2:13][CH:12]1[C:16]#[N:17])=[O:10])(C)(C)C.FC(F)(F)C(O)=O.C(N(CC)CC)C.[OH:33][C:34]1([CH:43]([CH3:45])[CH3:44])[CH2:41][CH:40]2[CH:36]([CH2:37]C(=O)[CH2:39]2)[CH2:35]1.C(O[BH-](OC(=O)C)OC(=O)C)(=O)C.[Na+].